This data is from Catalyst prediction with 721,799 reactions and 888 catalyst types from USPTO. The task is: Predict which catalyst facilitates the given reaction. (1) Reactant: [C:1](=O)([O-])O.[Na+].CI.[CH2:8]([O:10][C:11]1[CH:12]=[C:13]([C:20]2[S:21][CH:22]=[C:23]([CH2:25][CH2:26][C:27]([C:29]3[CH:37]=[CH:36][CH:35]=[CH:34][C:30]=3[C:31]([OH:33])=[O:32])=[O:28])[N:24]=2)[CH:14]=[CH:15][C:16]=1[O:17][CH2:18][CH3:19])[CH3:9].O. Product: [CH2:8]([O:10][C:11]1[CH:12]=[C:13]([C:20]2[S:21][CH:22]=[C:23]([CH2:25][CH2:26][C:27]([C:29]3[CH:37]=[CH:36][CH:35]=[CH:34][C:30]=3[C:31]([O:33][CH3:1])=[O:32])=[O:28])[N:24]=2)[CH:14]=[CH:15][C:16]=1[O:17][CH2:18][CH3:19])[CH3:9]. The catalyst class is: 39. (2) Reactant: Cl[C:2]1[C:11]2[C:6](=[CH:7][C:8]([O:14][CH2:15][CH2:16][CH2:17][N:18]3[CH2:22][CH2:21][CH2:20][CH2:19]3)=[C:9]([O:12][CH3:13])[CH:10]=2)[N:5]=[CH:4][N:3]=1.[OH:23][C:24]1[CH:32]=[C:31]2[C:27]([CH:28]=[CH:29][NH:30]2)=[CH:26][CH:25]=1.C(=O)([O-])[O-].[K+].[K+]. Product: [CH3:13][O:12][C:9]1[CH:10]=[C:11]2[C:6](=[CH:7][C:8]=1[O:14][CH2:15][CH2:16][CH2:17][N:18]1[CH2:22][CH2:21][CH2:20][CH2:19]1)[N:5]=[CH:4][N:3]=[C:2]2[O:23][C:24]1[CH:32]=[C:31]2[C:27]([CH:28]=[CH:29][NH:30]2)=[CH:26][CH:25]=1. The catalyst class is: 85. (3) The catalyst class is: 8. Reactant: [CH2:1]([O:3][C:4]([C:6]1[C:15]2[C:10](=[CH:11][C:12]([C:16]#[C:17][Si](C)(C)C)=[CH:13][CH:14]=2)[C:9]([CH3:23])([CH3:22])[CH2:8][C:7]=1[CH3:24])=[O:5])[CH3:2].C(=O)([O-])[O-].[K+].[K+]. Product: [CH2:1]([O:3][C:4]([C:6]1[C:15]2[C:10](=[CH:11][C:12]([C:16]#[CH:17])=[CH:13][CH:14]=2)[C:9]([CH3:23])([CH3:22])[CH2:8][C:7]=1[CH3:24])=[O:5])[CH3:2]. (4) Reactant: [C:1]([O:5][C:6]([NH:8]/[C:9](=[CH:14]\[C:15]1[CH:20]=[CH:19][C:18]([C:21]([F:24])([F:23])[CH3:22])=[CH:17][CH:16]=1)/[C:10]([O:12][CH3:13])=[O:11])=[O:7])([CH3:4])([CH3:3])[CH3:2]. Product: [C:1]([O:5][C:6]([NH:8][C@@H:9]([CH2:14][C:15]1[CH:20]=[CH:19][C:18]([C:21]([F:23])([F:24])[CH3:22])=[CH:17][CH:16]=1)[C:10]([O:12][CH3:13])=[O:11])=[O:7])([CH3:4])([CH3:2])[CH3:3]. The catalyst class is: 14. (5) Reactant: O.[Cl:2][C:3]1[CH:8]=[CH:7][CH:6]=[CH:5][C:4]=1[CH:9]([N:13]1[CH2:18][CH2:17][C:16]2[S:19][CH:20]=[CH:21][C:15]=2[CH2:14]1)[C:10]([OH:12])=[O:11].[NH2:22][C@H:23]([CH2:35][OH:36])[C@@H:24]([C:26]1[CH:31]=[CH:30][C:29]([N+:32]([O-:34])=[O:33])=[CH:28][CH:27]=1)[OH:25].O. Product: [NH2:22][C@H:23]([CH2:35][OH:36])[C@@H:24]([C:26]1[CH:27]=[CH:28][C:29]([N+:32]([O-:34])=[O:33])=[CH:30][CH:31]=1)[OH:25].[Cl:2][C:3]1[CH:8]=[CH:7][CH:6]=[CH:5][C:4]=1[C@H:9]([N:13]1[CH2:18][CH2:17][C:16]2[S:19][CH:20]=[CH:21][C:15]=2[CH2:14]1)[C:10]([OH:12])=[O:11]. The catalyst class is: 32. (6) Reactant: [N:1]1[CH:6]=[CH:5][CH:4]=[CH:3][C:2]=1[CH:7](O)[CH3:8].S(Cl)([Cl:12])=O. Product: [Cl:12][CH:7]([C:2]1[CH:3]=[CH:4][CH:5]=[CH:6][N:1]=1)[CH3:8]. The catalyst class is: 4.